This data is from Forward reaction prediction with 1.9M reactions from USPTO patents (1976-2016). The task is: Predict the product of the given reaction. (1) The product is: [CH2:1]([C:3]1[CH:8]=[CH:7][C:6]([OH:20])=[C:5]([C:9]([CH3:10])([C:11]2[CH:16]=[CH:15][CH:14]=[CH:13][CH:12]=2)[CH3:17])[CH:4]=1)[CH3:2]. Given the reactants [CH2:1]([C:3]1[CH:8]=[CH:7][CH:6]=[C:5]([C:9]([CH3:17])([C:11]2[CH:16]=[CH:15][CH:14]=[CH:13][CH:12]=2)[CH3:10])[CH:4]=1)[CH3:2].CC[O:20]CC, predict the reaction product. (2) Given the reactants C([O:3][C:4](=[O:38])[CH2:5][CH2:6][NH:7][C:8]([C:10]1[CH:11]=[N:12][C:13]([NH:16][C@H:17]([C:22]2[CH:23]=[N:24][C:25]([C:28]3[CH:33]=[CH:32][C:31]([C:34]([F:37])([F:36])[F:35])=[CH:30][CH:29]=3)=[N:26][CH:27]=2)[CH2:18][CH:19]([CH3:21])[CH3:20])=[CH:14][CH:15]=1)=[O:9])C.C(OCC)(=O)C.[OH-].[Na+].Cl, predict the reaction product. The product is: [CH3:20][CH:19]([CH3:21])[CH2:18][C@H:17]([NH:16][C:13]1[N:12]=[CH:11][C:10]([C:8]([NH:7][CH2:6][CH2:5][C:4]([OH:38])=[O:3])=[O:9])=[CH:15][CH:14]=1)[C:22]1[CH:23]=[N:24][C:25]([C:28]2[CH:29]=[CH:30][C:31]([C:34]([F:37])([F:35])[F:36])=[CH:32][CH:33]=2)=[N:26][CH:27]=1. (3) Given the reactants C1(B(O)O)CCCCC1.Br[C:11]1[CH:46]=[CH:45][CH:44]=[CH:43][C:12]=1[CH2:13][N:14]1[C:19](=[O:20])[C:18]([C:21]([NH:23][CH2:24][C:25]([O:27]C(C)(C)C)=[O:26])=[O:22])=[C:17]([OH:32])[C:16]2[CH2:33][N:34]([C:36]([C:38]3[N:39]=[CH:40][S:41][CH:42]=3)=[O:37])[CH2:35][C:15]1=2, predict the reaction product. The product is: [CH2:13]([N:14]1[C:19](=[O:20])[C:18]([C:21]([NH:23][CH2:24][C:25]([OH:27])=[O:26])=[O:22])=[C:17]([OH:32])[C:16]2[CH2:33][N:34]([C:36]([C:38]3[N:39]=[CH:40][S:41][CH:42]=3)=[O:37])[CH2:35][C:15]1=2)[C:12]1[CH:43]=[CH:44][CH:45]=[CH:46][CH:11]=1. (4) Given the reactants ClC1C=C(Cl)C=CC=1[C:9]1[N:10]=[C:11]([CH2:28][CH3:29])[C:12]([NH:17][C@@H:18]2[C:26]3[C:21](=[CH:22][CH:23]=[CH:24][CH:25]=3)[CH2:20][C@@H:19]2[OH:27])=[N:13][C:14]=1[CH2:15][CH3:16].[CH3:30][C:31]1[CH:36]=[C:35]([O:37][CH3:38])[CH:34]=[CH:33][C:32]=1B(O)O, predict the reaction product. The product is: [CH2:28]([C:11]1[C:12]([NH:17][C@@H:18]2[C:26]3[C:21](=[CH:22][CH:23]=[CH:24][CH:25]=3)[CH2:20][C@@H:19]2[OH:27])=[N:13][C:14]([CH2:15][CH3:16])=[C:9]([C:32]2[CH:33]=[CH:34][C:35]([O:37][CH3:38])=[CH:36][C:31]=2[CH3:30])[N:10]=1)[CH3:29]. (5) Given the reactants [CH3:1][C:2]1[S:3][C:4]([C:11]([OH:13])=O)=[C:5]([C:7]([F:10])([F:9])[F:8])[N:6]=1.C1(N=C=NC2CCCCC2)CCCCC1.ON1C2C=CC=CC=2N=N1.[Cl:39][C:40]1[CH:41]=[C:42]([C:47]2[C:48]([NH2:53])=[N:49][CH:50]=[N:51][CH:52]=2)[CH:43]=[CH:44][C:45]=1[Cl:46], predict the reaction product. The product is: [Cl:39][C:40]1[CH:41]=[C:42]([C:47]2[C:48]([NH:53][C:11]([C:4]3[S:3][C:2]([CH3:1])=[N:6][C:5]=3[C:7]([F:8])([F:9])[F:10])=[O:13])=[N:49][CH:50]=[N:51][CH:52]=2)[CH:43]=[CH:44][C:45]=1[Cl:46]. (6) Given the reactants CN(C)[CH:3]=[N:4][C:5]1[N:6]=[N:7][C:8]([CH2:11][CH2:12][C:13]2[CH:18]=[CH:17][CH:16]=[CH:15][CH:14]=2)=[CH:9][CH:10]=1.Br[CH2:21][C:22]([O:24][CH2:25][CH3:26])=[O:23].C(N(CC)C(C)C)(C)C, predict the reaction product. The product is: [CH2:25]([O:24][C:22]([C:21]1[N:6]2[N:7]=[C:8]([CH2:11][CH2:12][C:13]3[CH:14]=[CH:15][CH:16]=[CH:17][CH:18]=3)[CH:9]=[CH:10][C:5]2=[N:4][CH:3]=1)=[O:23])[CH3:26]. (7) Given the reactants C([O:3][C:4](=[O:14])[CH2:5][C:6](=O)[C:7]1[CH:12]=[CH:11][CH:10]=[CH:9][CH:8]=1)C.ClC1C(C=O)=[CH:24][C:23]2[C:18](=[CH:19][C:20]([O:28][CH2:29]C)=[CH:21][CH:22]=2)[N:17]=1, predict the reaction product. The product is: [CH3:29][O:28][C:20]1[CH:19]=[C:18]2[C:23]([CH:24]=[C:5]([C:4]([OH:3])=[O:14])[C:6]([C:7]3[CH:8]=[CH:9][CH:10]=[CH:11][CH:12]=3)=[N:17]2)=[CH:22][CH:21]=1. (8) Given the reactants CN(OC)[C:3](=[O:12])[C:4]1[CH:9]=[CH:8][CH:7]=[C:6]([O:10][CH3:11])[CH:5]=1.[CH2:15]([Mg]Br)[CH3:16].Cl, predict the reaction product. The product is: [CH3:11][O:10][C:6]1[CH:5]=[C:4]([C:3](=[O:12])[CH2:15][CH3:16])[CH:9]=[CH:8][CH:7]=1. (9) Given the reactants [OH:1][C:2]1[C:19]2[CH2:18][CH2:17][C@:16]([OH:23])([C@@H:20]([OH:22])[CH3:21])[CH2:15][C:14]=2[C:13]([OH:24])=[C:12]2[C:3]=1[C:4](=[O:26])[C:5]1[CH:6]=[CH:7][CH:8]=[CH:9][C:10]=1[C:11]2=[O:25].CC(OI1(OC(C)=O)(OC(C)=O)OC(=O)C2C=CC=CC1=2)=O.C([O-])(O)=O.[Na+].CCOC(C)=O, predict the reaction product. The product is: [C:20]([C@:16]1([OH:23])[CH2:15][C:14]2[C:13]([OH:24])=[C:12]3[C:3]([C:4](=[O:26])[C:5]4[CH:6]=[CH:7][CH:8]=[CH:9][C:10]=4[C:11]3=[O:25])=[C:2]([OH:1])[C:19]=2[CH2:18][CH2:17]1)(=[O:22])[CH3:21]. (10) Given the reactants [CH:1]([C:3]1[O:8][CH2:7][CH2:6][CH2:5][C:4]=1[C:9]([O:11]CC)=O)=O.O.[NH2:15][NH2:16], predict the reaction product. The product is: [O:8]1[C:3]2[CH:1]=[N:15][NH:16][C:9](=[O:11])[C:4]=2[CH2:5][CH2:6][CH2:7]1.